This data is from Full USPTO retrosynthesis dataset with 1.9M reactions from patents (1976-2016). The task is: Predict the reactants needed to synthesize the given product. (1) Given the product [C:47]([NH:1][CH2:2][C:3]1[N:12]=[CH:11][C:10]2[CH2:9][N:8]([C:13]3[C:14]([F:24])=[C:15]([O:22][CH3:23])[CH:16]=[C:17]([O:20][CH3:21])[C:18]=3[F:19])[C:7](=[O:25])[N:6]([CH2:26][CH:27]3[CH2:32][CH2:31][N:30]([C:33]([O:35][C:36]([CH3:39])([CH3:38])[CH3:37])=[O:34])[CH2:29][CH2:28]3)[C:5]=2[CH:4]=1)(=[O:50])[CH:48]=[CH2:49], predict the reactants needed to synthesize it. The reactants are: [NH2:1][CH2:2][C:3]1[N:12]=[CH:11][C:10]2[CH2:9][N:8]([C:13]3[C:18]([F:19])=[C:17]([O:20][CH3:21])[CH:16]=[C:15]([O:22][CH3:23])[C:14]=3[F:24])[C:7](=[O:25])[N:6]([CH2:26][CH:27]3[CH2:32][CH2:31][N:30]([C:33]([O:35][C:36]([CH3:39])([CH3:38])[CH3:37])=[O:34])[CH2:29][CH2:28]3)[C:5]=2[CH:4]=1.C(N(CC)CC)C.[C:47](Cl)(=[O:50])[CH:48]=[CH2:49]. (2) The reactants are: [O:1]=[S:2]1(=[O:18])[C:7]2[CH:8]=[C:9]([NH:12]S(C)(=O)=O)[CH:10]=[CH:11][C:6]=2[NH:5]C(=O)[NH:3]1.[OH-].[Na+].C(=O)([O-])[O-].[Na+].[Na+].NC1C=CC(NS(C)(=O)=O)=CC=1S(N)(=O)=O. Given the product [NH2:5][C:6]1[CH:11]=[CH:10][C:9]([NH2:12])=[CH:8][C:7]=1[S:2]([NH2:3])(=[O:1])=[O:18], predict the reactants needed to synthesize it. (3) Given the product [ClH:40].[NH:8]1[CH2:9][CH2:10][CH:11]([NH:23][C:19]2[CH:20]=[CH:21][CH:22]=[C:17]([C:16]([F:15])([F:24])[F:25])[CH:18]=2)[CH2:12][CH2:13]1.[ClH:40], predict the reactants needed to synthesize it. The reactants are: C(OC([N:8]1[CH2:13][CH2:12][C:11](=O)[CH2:10][CH2:9]1)=O)(C)(C)C.[F:15][C:16]([F:25])([F:24])[C:17]1[CH:18]=[C:19]([NH2:23])[CH:20]=[CH:21][CH:22]=1.C(O[BH-](OC(=O)C)OC(=O)C)(=O)C.[Na+].[ClH:40]. (4) The reactants are: C([C:4]1[CH:5]=[N:6][N:7]([C:10]2[CH:15]=[C:14]([C:16]([OH:18])=[O:17])[CH:13]=[CH:12][N:11]=2)[C:8]=1[OH:9])(O)=O. Given the product [OH:9][C:8]1[N:7]([C:10]2[CH:15]=[C:14]([CH:13]=[CH:12][N:11]=2)[C:16]([OH:18])=[O:17])[N:6]=[CH:5][CH:4]=1, predict the reactants needed to synthesize it. (5) Given the product [Cl:1][C:2]1[CH:7]=[CH:6][C:5]([C@@H:8]2[C:12]3[N:13]([CH:24]([CH3:26])[CH3:25])[C:14]([C:16]4[C:17]([O:22][CH3:23])=[N:18][CH:19]=[CH:20][CH:21]=4)=[N:15][C:11]=3[C:10](=[O:27])[N:9]2[C:28]2[N:33]=[C:32]3[N:34]([CH3:37])[N:35]=[N:36][C:31]3=[C:30]([CH3:38])[CH:29]=2)=[CH:4][CH:3]=1, predict the reactants needed to synthesize it. The reactants are: [Cl:1][C:2]1[CH:7]=[CH:6][C:5]([CH:8]2[C:12]3[N:13]([CH:24]([CH3:26])[CH3:25])[C:14]([C:16]4[C:17]([O:22][CH3:23])=[N:18][CH:19]=[CH:20][CH:21]=4)=[N:15][C:11]=3[C:10](=[O:27])[N:9]2[C:28]2[N:33]=[C:32]3[N:34]([CH3:37])[N:35]=[N:36][C:31]3=[C:30]([CH3:38])[CH:29]=2)=[CH:4][CH:3]=1. (6) Given the product [OH:2][C:3]1[CH:4]=[CH:5][C:6]2[C:7]3[CH:8]=[CH:9][C:10](=[O:35])[N:11]([N:34]=3)[CH2:12][C:13]3[CH:33]=[C:17]([C:18](=[O:32])[NH:19][C:20]4[N:28]([CH2:29][C:30]=1[CH:31]=2)[C:27]1[CH:26]=[CH:25][CH:24]=[CH:23][C:22]=1[N:21]=4)[CH:16]=[CH:15][CH:14]=3, predict the reactants needed to synthesize it. The reactants are: C[O:2][C:3]1[CH:4]=[CH:5][C:6]2[C:7]3[CH:8]=[CH:9][C:10](=[O:35])[N:11]([N:34]=3)[CH2:12][C:13]3[CH:33]=[C:17]([C:18](=[O:32])[NH:19][C:20]4[N:28]([CH2:29][C:30]=1[CH:31]=2)[C:27]1[CH:26]=[CH:25][CH:24]=[CH:23][C:22]=1[N:21]=4)[CH:16]=[CH:15][CH:14]=3. (7) Given the product [F:12][C:10]1[CH:9]=[N:8][CH:7]=[C:6]([CH:5]2[CH2:4][CH2:3][CH2:2][NH:1]2)[CH:11]=1, predict the reactants needed to synthesize it. The reactants are: [N:1]1[CH2:2][CH2:3][CH2:4][C:5]=1[C:6]1[CH:7]=[N:8][CH:9]=[C:10]([F:12])[CH:11]=1.[BH4-].[Na+]. (8) Given the product [Cl:1][C:2]1[CH:3]=[N:4][C:5]2[N:6]([N:8]=[C:9]([C:11]([N:16]3[CH2:17][CH2:18][C:19]4[NH:23][C:22]([CH3:24])=[CH:21][C:20]=4[N:15]3[CH3:14])=[O:13])[CH:10]=2)[CH:7]=1, predict the reactants needed to synthesize it. The reactants are: [Cl:1][C:2]1[CH:3]=[N:4][C:5]2[N:6]([N:8]=[C:9]([C:11]([OH:13])=O)[CH:10]=2)[CH:7]=1.[CH3:14][N:15]1[C:20]2[CH:21]=[C:22]([CH3:24])[NH:23][C:19]=2[CH2:18][CH2:17][NH:16]1. (9) Given the product [Cl:1][C:2]1[CH:7]=[CH:6][C:5]([NH:22][C:21]2[CH:4]=[CH:3][C:2]([Cl:11])=[CH:7][CH:20]=2)=[CH:4][CH:3]=1, predict the reactants needed to synthesize it. The reactants are: [Cl:1][C:2]1[CH:7]=[CH:6][C:5](B(O)O)=[CH:4][CH:3]=1.[ClH:11].NO.C(=O)([O-])[O-].[K+].[K+].[CH3:20][C:21]#[N:22]. (10) Given the product [Cl:66][C:67]1[CH:68]=[CH:69][C:70]([O:96][CH3:97])=[C:71]([CH:95]=1)[CH2:72][CH:73]1[C:79](=[O:80])[N:78]([S:81]([C:84]2[CH:92]=[CH:91][C:87]([C:88]([O:90][CH3:2])=[O:89])=[C:86]([OH:93])[CH:85]=2)(=[O:83])=[O:82])[CH2:77][C:76](=[O:94])[NH:75][CH2:74]1, predict the reactants needed to synthesize it. The reactants are: Cl[C:2]1C=CC(S(N2C(=O)/C(=C/C3C=C(Cl)C=CC=3OC)/CNC(=O)C2)(=O)=O)=CC=1C(OC)=O.ClC1C=CC(S(N2C(=O)/C(=C/C3C=C(Cl)C=CC=3OC)/CNC(=O)C2)(=O)=O)=CC=1C(O)=O.[Cl:66][C:67]1[CH:68]=[CH:69][C:70]([O:96][CH3:97])=[C:71]([CH:95]=1)[CH2:72][CH:73]1[C:79](=[O:80])[N:78]([S:81]([C:84]2[CH:92]=[CH:91][C:87]([C:88]([OH:90])=[O:89])=[C:86]([OH:93])[CH:85]=2)(=[O:83])=[O:82])[CH2:77][C:76](=[O:94])[NH:75][CH2:74]1.